Dataset: NCI-60 drug combinations with 297,098 pairs across 59 cell lines. Task: Regression. Given two drug SMILES strings and cell line genomic features, predict the synergy score measuring deviation from expected non-interaction effect. (1) Drug 1: CC1=C2C(C(=O)C3(C(CC4C(C3C(C(C2(C)C)(CC1OC(=O)C(C(C5=CC=CC=C5)NC(=O)OC(C)(C)C)O)O)OC(=O)C6=CC=CC=C6)(CO4)OC(=O)C)OC)C)OC. Drug 2: CCC1(CC2CC(C3=C(CCN(C2)C1)C4=CC=CC=C4N3)(C5=C(C=C6C(=C5)C78CCN9C7C(C=CC9)(C(C(C8N6C)(C(=O)OC)O)OC(=O)C)CC)OC)C(=O)OC)O.OS(=O)(=O)O. Cell line: COLO 205. Synergy scores: CSS=81.4, Synergy_ZIP=8.33, Synergy_Bliss=8.11, Synergy_Loewe=8.00, Synergy_HSA=9.28. (2) Drug 1: CCCCCOC(=O)NC1=NC(=O)N(C=C1F)C2C(C(C(O2)C)O)O. Drug 2: CN(C(=O)NC(C=O)C(C(C(CO)O)O)O)N=O. Cell line: CCRF-CEM. Synergy scores: CSS=-6.96, Synergy_ZIP=4.43, Synergy_Bliss=1.24, Synergy_Loewe=-6.78, Synergy_HSA=-7.19. (3) Synergy scores: CSS=60.9, Synergy_ZIP=-3.77, Synergy_Bliss=-5.12, Synergy_Loewe=-3.39, Synergy_HSA=-2.59. Drug 2: CS(=O)(=O)CCNCC1=CC=C(O1)C2=CC3=C(C=C2)N=CN=C3NC4=CC(=C(C=C4)OCC5=CC(=CC=C5)F)Cl. Cell line: OVCAR-5. Drug 1: CC=C1C(=O)NC(C(=O)OC2CC(=O)NC(C(=O)NC(CSSCCC=C2)C(=O)N1)C(C)C)C(C)C. (4) Cell line: SNB-75. Drug 1: C1CCN(CC1)CCOC2=CC=C(C=C2)C(=O)C3=C(SC4=C3C=CC(=C4)O)C5=CC=C(C=C5)O. Drug 2: CNC(=O)C1=CC=CC=C1SC2=CC3=C(C=C2)C(=NN3)C=CC4=CC=CC=N4. Synergy scores: CSS=2.38, Synergy_ZIP=0.760, Synergy_Bliss=1.10, Synergy_Loewe=-0.652, Synergy_HSA=-0.0793. (5) Drug 1: CC1C(C(=O)NC(C(=O)N2CCCC2C(=O)N(CC(=O)N(C(C(=O)O1)C(C)C)C)C)C(C)C)NC(=O)C3=C4C(=C(C=C3)C)OC5=C(C(=O)C(=C(C5=N4)C(=O)NC6C(OC(=O)C(N(C(=O)CN(C(=O)C7CCCN7C(=O)C(NC6=O)C(C)C)C)C)C(C)C)C)N)C. Drug 2: CCCCCOC(=O)NC1=NC(=O)N(C=C1F)C2C(C(C(O2)C)O)O. Cell line: SNB-19. Synergy scores: CSS=-0.0890, Synergy_ZIP=1.31, Synergy_Bliss=4.12, Synergy_Loewe=-3.42, Synergy_HSA=-1.31. (6) Drug 1: CC1=C(C=C(C=C1)NC2=NC=CC(=N2)N(C)C3=CC4=NN(C(=C4C=C3)C)C)S(=O)(=O)N.Cl. Drug 2: C(=O)(N)NO. Cell line: MCF7. Synergy scores: CSS=10.8, Synergy_ZIP=-2.66, Synergy_Bliss=2.22, Synergy_Loewe=-1.42, Synergy_HSA=-0.481.